From a dataset of Forward reaction prediction with 1.9M reactions from USPTO patents (1976-2016). Predict the product of the given reaction. (1) The product is: [C:1]([C:3]1[CH:4]=[CH:5][C:6]([C:9]2[C:10]([C:17]#[N:18])=[C:11]([CH2:15][OH:16])[NH:12][C:13]=2[CH3:14])=[CH:7][CH:8]=1)#[N:2]. Given the reactants [C:1]([C:3]1[CH:8]=[CH:7][C:6]([C:9]2[C:10]([C:17]#[N:18])=[C:11]([CH:15]=[O:16])[NH:12][C:13]=2[CH3:14])=[CH:5][CH:4]=1)#[N:2].[BH4-].[Na+].[Cl-].[Na+], predict the reaction product. (2) Given the reactants [Cl:1][C:2]1[C:3]([C:8]([OH:10])=O)=[N:4][CH:5]=[CH:6][N:7]=1.C(Cl)Cl.CN(C)C=O.C(Cl)(=O)C(Cl)=O.[CH2:25]([NH:27][C:28]([NH:30][C:31]1[CH:36]=[CH:35][C:34]([C:37]2[N:38]=[C:39]([N:47]3[CH2:52][CH2:51][O:50][CH2:49][CH2:48]3)[C:40]3[CH2:46][CH2:45][NH:44][CH2:43][C:41]=3[N:42]=2)=[CH:33][CH:32]=1)=[O:29])[CH3:26].C(N(CC)C(C)C)(C)C, predict the reaction product. The product is: [Cl:1][C:2]1[C:3]([C:8]([N:44]2[CH2:45][CH2:46][C:40]3[C:39]([N:47]4[CH2:52][CH2:51][O:50][CH2:49][CH2:48]4)=[N:38][C:37]([C:34]4[CH:33]=[CH:32][C:31]([NH:30][C:28]([NH:27][CH2:25][CH3:26])=[O:29])=[CH:36][CH:35]=4)=[N:42][C:41]=3[CH2:43]2)=[O:10])=[N:4][CH:5]=[CH:6][N:7]=1. (3) Given the reactants COP([CH2:7][C:8](=O)[CH3:9])(=O)OC.C([O-])([O-])=O.[K+].[K+].[C:17]1([CH3:29])[CH:22]=[CH:21]C(S(N=[N+]=[N-])(=O)=O)=[CH:19][CH:18]=1.CC(C(=O)[C@@H](C1C=CC(N[C:44]2[S:45][CH:46]=[C:47]([C:49]([F:52])([F:51])[F:50])[N:48]=2)=CC=1)C)C=O.[CH3:54][C:55]#N, predict the reaction product. The product is: [CH3:9][C@@H:8]([C:7]1[CH:19]=[CH:18][C:17]([CH2:29][C:44]2[S:45][CH:46]=[C:47]([C:49]([F:50])([F:51])[F:52])[N:48]=2)=[CH:22][CH:21]=1)[C:54]#[CH:55]. (4) Given the reactants C1C(=O)N([Br:8])C(=O)C1.[CH2:9]([S:11][C:12]1[CH:20]=[CH:19][C:15]2[O:16][CH2:17][O:18][C:14]=2[CH:13]=1)[CH3:10].O, predict the reaction product. The product is: [Br:8][C:20]1[C:12]([S:11][CH2:9][CH3:10])=[CH:13][C:14]2[O:18][CH2:17][O:16][C:15]=2[CH:19]=1. (5) The product is: [CH:15]1([O:20][C:21]2[CH:22]=[C:23]([C:24]3[CH2:14][C:10]4([CH2:11][CH2:12][CH2:13][N:8]([C:6]([O:5][C:1]([CH3:4])([CH3:3])[CH3:2])=[O:7])[CH2:9]4)[O:26][N:25]=3)[CH:27]=[CH:28][C:29]=2[O:30][CH3:31])[CH2:16][CH2:17][CH2:18][CH2:19]1. Given the reactants [C:1]([O:5][C:6]([N:8]1[CH2:13][CH2:12][CH2:11][C:10](=[CH2:14])[CH2:9]1)=[O:7])([CH3:4])([CH3:3])[CH3:2].[CH:15]1([O:20][C:21]2[CH:22]=[C:23]([CH:27]=[CH:28][C:29]=2[O:30][CH3:31])[CH:24]=[N:25][OH:26])[CH2:19][CH2:18][CH2:17][CH2:16]1.Cl[O-].[Na+], predict the reaction product. (6) The product is: [ClH:30].[NH2:13][C@@H:12]([CH2:11][OH:10])[C:21]([N:23]1[CH2:28][CH2:27][O:26][CH2:25][CH2:24]1)=[O:22]. Given the reactants FC(F)(F)C(O)=O.CC1(C)[N:13](C(OC(C)(C)C)=O)[C@H:12]([C:21]([N:23]2[CH2:28][CH2:27][O:26][CH2:25][CH2:24]2)=[O:22])[CH2:11][O:10]1.[Cl:30]CCl, predict the reaction product. (7) Given the reactants Br[CH2:2][C:3]1[CH:4]=[C:5]([C:9]2[CH:14]=[CH:13][C:12]([C:15]([F:18])([F:17])[F:16])=[CH:11][CH:10]=2)[CH:6]=[CH:7][CH:8]=1.[F:19][C:20]1[CH:21]=[C:22]([C:27]2([CH2:31][C:32]([O:34][CH2:35][CH3:36])=[O:33])[CH2:30][O:29][CH2:28]2)[CH:23]=[CH:24][C:25]=1[OH:26].C(=O)([O-])[O-].[Cs+].[Cs+], predict the reaction product. The product is: [F:19][C:20]1[CH:21]=[C:22]([C:27]2([CH2:31][C:32]([O:34][CH2:35][CH3:36])=[O:33])[CH2:30][O:29][CH2:28]2)[CH:23]=[CH:24][C:25]=1[O:26][CH2:2][C:3]1[CH:4]=[C:5]([C:9]2[CH:14]=[CH:13][C:12]([C:15]([F:18])([F:17])[F:16])=[CH:11][CH:10]=2)[CH:6]=[CH:7][CH:8]=1. (8) Given the reactants C(N(C(C)C)CC)(C)C.[NH2:10][C:11]1[CH:26]=[CH:25][C:24]([Cl:27])=[CH:23][C:12]=1[C:13]([NH:15][CH2:16][CH:17]1[CH2:22][CH2:21][CH2:20][CH2:19][CH2:18]1)=[O:14].Cl.[N:29]1[CH:34]=[CH:33][CH:32]=[CH:31][C:30]=1[C:35](Cl)=[O:36], predict the reaction product. The product is: [Cl:27][C:24]1[CH:25]=[CH:26][C:11]([NH:10][C:35]([C:30]2[CH:31]=[CH:32][CH:33]=[CH:34][N:29]=2)=[O:36])=[C:12]([C:13]([NH:15][CH2:16][CH:17]2[CH2:22][CH2:21][CH2:20][CH2:19][CH2:18]2)=[O:14])[CH:23]=1. (9) Given the reactants [F:1][C:2]1[CH:3]=[C:4]([CH:14]([NH:16][C:17]([C:19]2[N:20]=[C:21](Cl)[O:22][CH:23]=2)=[O:18])[CH3:15])[CH:5]=[C:6]([F:13])[C:7]=1[NH:8][S:9]([CH3:12])(=[O:11])=[O:10].[CH3:25][O:26][C:27]1[CH:28]=[C:29](B(O)O)[CH:30]=[CH:31][CH:32]=1, predict the reaction product. The product is: [F:1][C:2]1[CH:3]=[C:4]([CH:14]([NH:16][C:17]([C:19]2[N:20]=[C:21]([C:31]3[CH:30]=[CH:29][CH:28]=[C:27]([O:26][CH3:25])[CH:32]=3)[O:22][CH:23]=2)=[O:18])[CH3:15])[CH:5]=[C:6]([F:13])[C:7]=1[NH:8][S:9]([CH3:12])(=[O:11])=[O:10]. (10) The product is: [Br:12][C:13]1[CH:20]=[CH:19][C:16]([C:17]([NH2:18])=[S:1])=[C:15]([CH3:21])[CH:14]=1. Given the reactants [SH-:1].[Na+].O.O.O.O.O.O.[Cl-].[Mg+2].[Cl-].[Br:12][C:13]1[CH:20]=[CH:19][C:16]([C:17]#[N:18])=[C:15]([CH3:21])[CH:14]=1, predict the reaction product.